This data is from Reaction yield outcomes from USPTO patents with 853,638 reactions. The task is: Predict the reaction yield, written as a fraction of the theoretical maximum amount of product (1.0 means a 100% yield; for example, 0.34 means a 34% yield). (1) The reactants are [Br:1]N1C(=O)CCC1=O.C1(P(C2C=CC=CC=2)C2C=CC=CC=2)C=CC=CC=1.[F:28][C:29]1[CH:30]=[C:31]([CH2:35][O:36][CH2:37][CH2:38]O)[CH:32]=[CH:33][CH:34]=1. The catalyst is C(Cl)Cl.[Al]. The product is [Br:1][CH2:38][CH2:37][O:36][CH2:35][C:31]1[CH:32]=[CH:33][CH:34]=[C:29]([F:28])[CH:30]=1. The yield is 0.780. (2) The reactants are Cl[C:2]1[N:7]=[N:6][C:5]([O:8][C:9]2[C:14]([CH3:15])=[CH:13][C:12]([CH2:16][C:17]([OH:19])=[O:18])=[CH:11][C:10]=2[CH3:20])=[CH:4][C:3]=1[CH:21]([CH3:23])[CH3:22].C([O-])(=[O:26])C.[Na+].CO. The catalyst is C(O)(=O)C.C(OCC)(=O)C.C(Cl)Cl. The product is [CH:21]([C:3]1[C:2](=[O:26])[NH:7][N:6]=[C:5]([O:8][C:9]2[C:14]([CH3:15])=[CH:13][C:12]([CH2:16][C:17]([OH:19])=[O:18])=[CH:11][C:10]=2[CH3:20])[CH:4]=1)([CH3:23])[CH3:22]. The yield is 0.650. (3) The reactants are C(=O)([O-])[O-].[K+].[K+].[CH2:7]([O:9][CH2:10][O:11][C:12]1[CH:17]=[C:16]([O:18][CH2:19][O:20][CH2:21][CH3:22])[CH:15]=[CH:14][C:13]=1[OH:23])[CH3:8].I[CH:25]([CH3:27])[CH3:26]. The catalyst is CN(C)C=O. The product is [CH2:7]([O:9][CH2:10][O:11][C:12]1[CH:17]=[C:16]([O:18][CH2:19][O:20][CH2:21][CH3:22])[CH:15]=[CH:14][C:13]=1[O:23][CH:25]([CH3:27])[CH3:26])[CH3:8]. The yield is 0.550. (4) The reactants are [CH3:1][O:2][C:3]([C:5]1[C:10]([NH:11][C:12]2[CH:17]=[CH:16][C:15]([Si:18]([CH3:21])([CH3:20])[CH3:19])=[CH:14][C:13]=2[F:22])=[N:9][C:8]([CH2:23][NH2:24])=[CH:7][N:6]=1)=[O:4].[C:25](OC(=O)C)(=[O:27])C. The catalyst is C(O)=O. The product is [CH3:1][O:2][C:3]([C:5]1[C:10]([NH:11][C:12]2[CH:17]=[CH:16][C:15]([Si:18]([CH3:19])([CH3:20])[CH3:21])=[CH:14][C:13]=2[F:22])=[N:9][C:8]([CH2:23][NH:24][CH:25]=[O:27])=[CH:7][N:6]=1)=[O:4]. The yield is 0.983. (5) The reactants are [O-][CH2:2]C.[Na+].[NH2:5][C:6]1[CH:11]=[C:10]([O:12][CH2:13][C:14]2[CH:19]=[CH:18][CH:17]=[CH:16][CH:15]=2)[C:9]([O:20][CH3:21])=[CH:8][C:7]=1[C:22](=[O:24])[CH3:23].C(OCC)=O.Cl. The catalyst is COCCOC.O. The product is [CH2:13]([O:12][C:10]1[CH:11]=[C:6]2[C:7]([C:22]([OH:24])=[CH:23][CH:2]=[N:5]2)=[CH:8][C:9]=1[O:20][CH3:21])[C:14]1[CH:19]=[CH:18][CH:17]=[CH:16][CH:15]=1. The yield is 0.720. (6) The reactants are [NH2:1][C:2]1[CH:7]=[C:6]([Cl:8])[CH:5]=[CH:4][N:3]=1.[N+:9]([O-])([OH:11])=[O:10].O. The catalyst is S(=O)(=O)(O)O. The product is [NH2:1][C:2]1[C:7]([N+:9]([O-:11])=[O:10])=[C:6]([Cl:8])[CH:5]=[CH:4][N:3]=1. The yield is 0.360.